The task is: Predict the reactants needed to synthesize the given product.. This data is from Full USPTO retrosynthesis dataset with 1.9M reactions from patents (1976-2016). Given the product [ClH:34].[ClH:34].[CH3:1][O:2][C:3](=[O:33])[C:4]1[CH:9]=[C:8]([C:10]2[CH:11]=[C:12]3[C:29](=[CH:30][CH:31]=2)[O:28][C:15]2([CH2:16][CH2:17][NH:18][CH2:19][CH2:20]2)[CH2:14][C:13]3=[O:32])[CH:7]=[N:6][CH:5]=1, predict the reactants needed to synthesize it. The reactants are: [CH3:1][O:2][C:3](=[O:33])[C:4]1[CH:9]=[C:8]([C:10]2[CH:11]=[C:12]3[C:29](=[CH:30][CH:31]=2)[O:28][C:15]2([CH2:20][CH2:19][N:18](C(OC(C)(C)C)=O)[CH2:17][CH2:16]2)[CH2:14][C:13]3=[O:32])[CH:7]=[N:6][CH:5]=1.[ClH:34].